Dataset: Reaction yield outcomes from USPTO patents with 853,638 reactions. Task: Predict the reaction yield, written as a fraction of the theoretical maximum amount of product (1.0 means a 100% yield; for example, 0.34 means a 34% yield). The reactants are [F:1][C:2]([F:7])([F:6])[C:3]([OH:5])=[O:4].[F:8][C:9]([F:14])([F:13])[C:10]([OH:12])=[O:11].[Cl:15][C:16]1[CH:17]=[N:18][C:19]2[NH:20][C:21]3[CH:22]=[N:23][CH:24]=[C:25]([CH:47]=3)[CH2:26][CH2:27][C:28]3[CH:36]=[C:32]([NH:33][C:34]=1[N:35]=2)[CH:31]=[CH:30][C:29]=3[NH:37][C:38](=[O:46])[CH2:39][CH:40]1[CH2:45][CH2:44][NH:43][CH2:42][CH2:41]1.[S:48]1[C:52]([C:53](O)=[O:54])=[CH:51][CH:50]=[N:49]1. No catalyst specified. The product is [F:1][C:2]([F:7])([F:6])[C:3]([OH:5])=[O:4].[F:8][C:9]([F:14])([F:13])[C:10]([OH:12])=[O:11].[Cl:15][C:16]1[CH:17]=[N:18][C:19]2[NH:20][C:21]3[CH:22]=[N:23][CH:24]=[C:25]([CH:47]=3)[CH2:26][CH2:27][C:28]3[CH:36]=[C:32]([NH:33][C:34]=1[N:35]=2)[CH:31]=[CH:30][C:29]=3[NH:37][C:38](=[O:46])[CH2:39][CH:40]1[CH2:45][CH2:44][N:43]([C:53]([C:52]2[S:48][N:49]=[CH:50][CH:51]=2)=[O:54])[CH2:42][CH2:41]1. The yield is 0.550.